From a dataset of Peptide-MHC class I binding affinity with 185,985 pairs from IEDB/IMGT. Regression. Given a peptide amino acid sequence and an MHC pseudo amino acid sequence, predict their binding affinity value. This is MHC class I binding data. The peptide sequence is SSSGMDAYY. The MHC is HLA-A69:01 with pseudo-sequence HLA-A69:01. The binding affinity (normalized) is 0.0847.